This data is from Forward reaction prediction with 1.9M reactions from USPTO patents (1976-2016). The task is: Predict the product of the given reaction. (1) Given the reactants Br[C:2]1(Br)[C:10]2[CH:9]=[N:8][C:7]([Cl:11])=[N:6][C:5]=2[N:4]([CH:12]([CH2:15][CH3:16])[CH2:13][CH3:14])[C:3]1=[O:17], predict the reaction product. The product is: [Cl:11][C:7]1[N:8]=[CH:9][C:10]2[CH2:2][C:3](=[O:17])[N:4]([CH:12]([CH2:15][CH3:16])[CH2:13][CH3:14])[C:5]=2[N:6]=1. (2) Given the reactants [CH2:1]([O:3][C:4](=[O:15])[CH2:5][C@H:6]1[CH2:11][CH2:10][C@H:9]([C:12]([OH:14])=O)[CH2:8][CH2:7]1)[CH3:2].C(Cl)(=O)C(Cl)=O.[NH2:22][C:23]1[CH:50]=[CH:49][C:48]([O:51][C:52]([F:55])([F:54])[F:53])=[CH:47][C:24]=1[CH2:25][N:26]1[C@@H:30]([CH3:31])[C@@H:29]([C:32]2[CH:37]=[C:36]([C:38]([F:41])([F:40])[F:39])[CH:35]=[C:34]([C:42]([F:45])([F:44])[F:43])[CH:33]=2)[O:28][C:27]1=[O:46].C(N(CC)CC)C, predict the reaction product. The product is: [F:45][C:42]([F:43])([F:44])[C:34]1[CH:33]=[C:32]([C@H:29]2[O:28][C:27](=[O:46])[N:26]([CH2:25][C:24]3[CH:47]=[C:48]([O:51][C:52]([F:53])([F:54])[F:55])[CH:49]=[CH:50][C:23]=3[NH:22][C:12]([C@H:9]3[CH2:8][CH2:7][C@H:6]([CH2:5][C:4]([O:3][CH2:1][CH3:2])=[O:15])[CH2:11][CH2:10]3)=[O:14])[C@H:30]2[CH3:31])[CH:37]=[C:36]([C:38]([F:39])([F:41])[F:40])[CH:35]=1. (3) Given the reactants [NH2:1][C:2]1[CH:7]=[CH:6][C:5]([N+:8]([O-:10])=[O:9])=[CH:4][N:3]=1.[C:11]1(=O)[O:16][C:14](=[O:15])[C:13]2=[CH:17][CH:18]=[CH:19][CH:20]=[C:12]12, predict the reaction product. The product is: [N+:8]([C:5]1[CH:6]=[CH:7][C:2]([N:1]2[C:14](=[O:15])[C:13]3[C:12](=[CH:20][CH:19]=[CH:18][CH:17]=3)[C:11]2=[O:16])=[N:3][CH:4]=1)([O-:10])=[O:9]. (4) Given the reactants Br[C:2]1[C:10]2[C:5](=[CH:6][C:7]([C:11]3[CH:12]=[C:13]([CH:19]=[C:20]([F:23])[C:21]=3[CH3:22])[C:14]([NH:16][CH2:17][CH3:18])=[O:15])=[CH:8][CH:9]=2)[NH:4][N:3]=1.[F:24][C:25]1[CH:30]=[CH:29][C:28](B(O)O)=[C:27]([CH3:34])[CH:26]=1.C(=O)([O-])O.[Na+], predict the reaction product. The product is: [CH2:17]([NH:16][C:14](=[O:15])[C:13]1[CH:12]=[C:11]([C:7]2[CH:6]=[C:5]3[C:10]([C:2]([C:28]4[CH:29]=[CH:30][C:25]([F:24])=[CH:26][C:27]=4[CH3:34])=[N:3][NH:4]3)=[CH:9][CH:8]=2)[C:21]([CH3:22])=[C:20]([F:23])[CH:19]=1)[CH3:18]. (5) Given the reactants [Br:1][C:2]1[N:7]=[C:6]([C:8]2[C:16]3[C:11](=[N:12][C:13](Cl)=[N:14][CH:15]=3)[N:10]([CH2:18][O:19][CH2:20][CH2:21][Si:22]([CH3:25])([CH3:24])[CH3:23])[N:9]=2)[CH:5]=[CH:4][CH:3]=1.[N:26]1([CH2:32][CH2:33][NH2:34])[CH2:31][CH2:30][CH2:29][CH2:28][CH2:27]1, predict the reaction product. The product is: [Br:1][C:2]1[N:7]=[C:6]([C:8]2[C:16]3[C:11](=[N:12][C:13]([NH:34][CH2:33][CH2:32][N:26]4[CH2:31][CH2:30][CH2:29][CH2:28][CH2:27]4)=[N:14][CH:15]=3)[N:10]([CH2:18][O:19][CH2:20][CH2:21][Si:22]([CH3:25])([CH3:24])[CH3:23])[N:9]=2)[CH:5]=[CH:4][CH:3]=1. (6) Given the reactants [N+]([C:4]1[CH:31]=[CH:30][C:7]2[N:8]=[C:9]([C:11]3[CH:12]=[CH:13][C:14]([N:17]4[CH2:22][CH2:21][N:20](C(OC(C)(C)C)=O)[CH2:19][CH2:18]4)=[N:15][CH:16]=3)[S:10][C:6]=2[CH:5]=1)([O-])=O.N.[CH3:33][OH:34], predict the reaction product. The product is: [CH3:33][O:34][C:4]1[CH:31]=[CH:30][C:7]2[N:8]=[C:9]([C:11]3[CH:16]=[N:15][C:14]([N:17]4[CH2:22][CH2:21][NH:20][CH2:19][CH2:18]4)=[CH:13][CH:12]=3)[S:10][C:6]=2[CH:5]=1. (7) Given the reactants [NH2:1][C:2]1[CH:30]=[CH:29][C:5]([O:6][C:7]2[N:12]=[CH:11][N:10]=[C:9]([NH:13][C:14](=[O:28])[N:15]([CH3:27])[CH:16]3[CH2:21][CH2:20][N:19]([CH:22]4[CH2:25][N:24]([CH3:26])[CH2:23]4)[CH2:18][CH2:17]3)[CH:8]=2)=[C:4]([F:31])[CH:3]=1.[C@]12(CS(O)(=O)=O)C(C)(C)C(CC1)CC2=O.[C:47]1([CH2:53][C:54]([N:56]=[C:57]=[S:58])=[O:55])[CH:52]=[CH:51][CH:50]=[CH:49][CH:48]=1.C(OCC)C, predict the reaction product. The product is: [F:31][C:4]1[CH:3]=[C:2]([NH:1][C:57]([NH:56][C:54](=[O:55])[CH2:53][C:47]2[CH:48]=[CH:49][CH:50]=[CH:51][CH:52]=2)=[S:58])[CH:30]=[CH:29][C:5]=1[O:6][C:7]1[N:12]=[CH:11][N:10]=[C:9]([NH:13][C:14](=[O:28])[N:15]([CH3:27])[CH:16]2[CH2:17][CH2:18][N:19]([CH:22]3[CH2:23][N:24]([CH3:26])[CH2:25]3)[CH2:20][CH2:21]2)[CH:8]=1.